This data is from NCI-60 drug combinations with 297,098 pairs across 59 cell lines. The task is: Regression. Given two drug SMILES strings and cell line genomic features, predict the synergy score measuring deviation from expected non-interaction effect. (1) Drug 1: CC(CN1CC(=O)NC(=O)C1)N2CC(=O)NC(=O)C2. Drug 2: C1CCC(CC1)NC(=O)N(CCCl)N=O. Cell line: HCC-2998. Synergy scores: CSS=14.0, Synergy_ZIP=-4.21, Synergy_Bliss=-0.454, Synergy_Loewe=-1.67, Synergy_HSA=-1.44. (2) Drug 1: CC1=CC=C(C=C1)C2=CC(=NN2C3=CC=C(C=C3)S(=O)(=O)N)C(F)(F)F. Drug 2: C1=NC(=NC(=O)N1C2C(C(C(O2)CO)O)O)N. Synergy scores: CSS=25.6, Synergy_ZIP=1.56, Synergy_Bliss=9.66, Synergy_Loewe=-2.10, Synergy_HSA=6.93. Cell line: HT29. (3) Drug 1: C1CC2CC3=C(CC1C24CN(S(=O)(=O)N4)CC(F)(F)F)C=CC(=C3)C=CCN5CCC(CC5)C(F)(F)F. Drug 2: CC(C)(C1=NC(=CC=C1)N2C3=NC(=NC=C3C(=O)N2CC=C)NC4=CC=C(C=C4)N5CCN(CC5)C)O. Cell line: OVCAR3. Synergy scores: CSS=67.9, Synergy_ZIP=-1.25, Synergy_Bliss=1.04, Synergy_Loewe=-8.56, Synergy_HSA=9.32. (4) Drug 1: COC1=NC(=NC2=C1N=CN2C3C(C(C(O3)CO)O)O)N. Drug 2: CC(C)NC(=O)C1=CC=C(C=C1)CNNC.Cl. Cell line: NCI-H226. Synergy scores: CSS=-9.06, Synergy_ZIP=2.26, Synergy_Bliss=-2.12, Synergy_Loewe=-6.64, Synergy_HSA=-7.35. (5) Drug 1: COC1=C(C=C2C(=C1)N=CN=C2NC3=CC(=C(C=C3)F)Cl)OCCCN4CCOCC4. Drug 2: COC1=NC(=NC2=C1N=CN2C3C(C(C(O3)CO)O)O)N. Cell line: NCI-H226. Synergy scores: CSS=22.7, Synergy_ZIP=-5.55, Synergy_Bliss=1.23, Synergy_Loewe=-19.3, Synergy_HSA=0.879.